From a dataset of Forward reaction prediction with 1.9M reactions from USPTO patents (1976-2016). Predict the product of the given reaction. (1) Given the reactants [C:1]([O:5][C:6]([N:8]1[CH2:13][CH2:12][C:11]2[N:14]=[C:15]3[S:19][C:18]([CH3:20])=[N:17][N:16]3[C:10]=2[CH:9]1[C:21]1[S:25][CH:24]=[C:23]([C:26]([OH:28])=O)[CH:22]=1)=[O:7])([CH3:4])([CH3:3])[CH3:2].[CH3:29][NH:30][CH3:31], predict the reaction product. The product is: [CH3:29][N:30]([CH3:31])[C:26]([C:23]1[CH:22]=[C:21]([CH:9]2[C:10]3[N:16]4[N:17]=[C:18]([CH3:20])[S:19][C:15]4=[N:14][C:11]=3[CH2:12][CH2:13][N:8]2[C:6]([O:5][C:1]([CH3:3])([CH3:4])[CH3:2])=[O:7])[S:25][CH:24]=1)=[O:28]. (2) Given the reactants [C:1]([O:5][C:6]([C:8]1[CH:12]=[CH:11][S:10][C:9]=1[C:13]1[CH:18]=[CH:17][C:16]([C:19]2[CH:24]=[CH:23][C:22]([C:25]3([C:28]([O:30][CH2:31][CH3:32])=[O:29])[CH2:27][CH2:26]3)=[CH:21][CH:20]=2)=[C:15]([O:33][CH3:34])[CH:14]=1)=[O:7])([CH3:4])([CH3:3])[CH3:2].C([N-]C(C)C)(C)C.[Li+].O1CCCC1.C1C=CC(S(N(S(C2C=CC=CC=2)(=O)=O)[F:58])(=O)=O)=CC=1.[Cl-].[NH4+], predict the reaction product. The product is: [C:1]([O:5][C:6]([C:8]1[CH:12]=[C:11]([F:58])[S:10][C:9]=1[C:13]1[CH:18]=[CH:17][C:16]([C:19]2[CH:20]=[CH:21][C:22]([C:25]3([C:28]([O:30][CH2:31][CH3:32])=[O:29])[CH2:27][CH2:26]3)=[CH:23][CH:24]=2)=[C:15]([O:33][CH3:34])[CH:14]=1)=[O:7])([CH3:3])([CH3:4])[CH3:2]. (3) Given the reactants [CH3:1][Si:2]([C:5]#[C:6][C:7]1[CH:13]=[CH:12][CH:11]=[CH:10][C:8]=1[NH2:9])([CH3:4])[CH3:3].[F:14][C:15]([F:28])([F:27])[O:16][C:17]1[CH:22]=[CH:21][C:20]([S:23](Cl)(=[O:25])=[O:24])=[CH:19][CH:18]=1.N1C=CC=CC=1, predict the reaction product. The product is: [F:28][C:15]([F:14])([F:27])[O:16][C:17]1[CH:22]=[CH:21][C:20]([S:23]([NH:9][C:8]2[CH:10]=[CH:11][CH:12]=[CH:13][C:7]=2[C:6]#[C:5][Si:2]([CH3:3])([CH3:4])[CH3:1])(=[O:25])=[O:24])=[CH:19][CH:18]=1. (4) Given the reactants [N:1]1[CH:6]=[CH:5][C:4]([NH2:7])=[CH:3][CH:2]=1.[CH3:8][C:9]([O:12][C:13](O[C:13]([O:12][C:9]([CH3:11])([CH3:10])[CH3:8])=[O:14])=[O:14])([CH3:11])[CH3:10], predict the reaction product. The product is: [N:1]1[CH:6]=[CH:5][C:4]([NH:7][C:13](=[O:14])[O:12][C:9]([CH3:11])([CH3:10])[CH3:8])=[CH:3][CH:2]=1. (5) The product is: [C:15]([NH:18][C:19]1[CH:26]=[CH:25][C:22]([CH:23]=[C:3]([C:1]#[N:2])[C:4]([O:6][CH2:7][CH:8]([CH2:13][CH3:14])[CH2:9][CH2:10][CH2:11][CH3:12])=[O:5])=[CH:21][CH:20]=1)(=[O:17])[CH3:16]. Given the reactants [C:1]([CH2:3][C:4]([O:6][CH2:7][CH:8]([CH2:13][CH3:14])[CH2:9][CH2:10][CH2:11][CH3:12])=[O:5])#[N:2].[C:15]([NH:18][C:19]1[CH:26]=[CH:25][C:22]([CH:23]=O)=[CH:21][CH:20]=1)(=[O:17])[CH3:16], predict the reaction product. (6) Given the reactants Br[C:2]1[CH:7]=[CH:6][N:5]=[CH:4][C:3]=1[NH:8][C:9]1[N:13]2[N:14]=[C:15]([C:18]3[C:23]([F:24])=[CH:22][CH:21]=[CH:20][C:19]=3[F:25])[CH:16]=[CH:17][C:12]2=[CH:11][N:10]=1.[Si](O[C@@H]1[C@@H](O[Si](C(C)(C)C)(C)C)CCN(C(OCC2C=CC=CC=2)=O)C1)(C(C)(C)C)(C)C.CC1(C)C(C)(C)OB([C:66]2[CH:67]=[C:68]([NH2:72])[CH:69]=[N:70][CH:71]=2)O1, predict the reaction product. The product is: [F:25][C:19]1[CH:20]=[CH:21][CH:22]=[C:23]([F:24])[C:18]=1[C:15]1[CH:16]=[CH:17][C:12]2[N:13]([C:9]([NH:8][C:3]3[CH:4]=[N:5][CH:6]=[CH:7][C:2]=3[C:66]3[CH:71]=[N:70][CH:69]=[C:68]([NH2:72])[CH:67]=3)=[N:10][CH:11]=2)[N:14]=1. (7) Given the reactants [F:1][C:2]1[CH:7]=[CH:6][CH:5]=[C:4]([F:8])[C:3]=1[N:9]1[C:14]2[N:15]=[C:16](S(C)(=O)=O)[N:17]=[C:18]([C:19]3[CH:20]=[C:21]([NH:26][C:27](=[O:36])[C:28]4[CH:33]=[CH:32][C:31]([F:34])=[C:30]([CH3:35])[CH:29]=4)[CH:22]=[CH:23][C:24]=3[CH3:25])[C:13]=2[CH:12]=[CH:11][C:10]1=[O:41].[NH2:42][CH:43]1[CH2:48][CH2:47][N:46](C(OC(C)(C)C)=O)[CH2:45][CH2:44]1, predict the reaction product. The product is: [F:1][C:2]1[CH:7]=[CH:6][CH:5]=[C:4]([F:8])[C:3]=1[N:9]1[C:14]2[N:15]=[C:16]([NH:42][CH:43]3[CH2:48][CH2:47][NH:46][CH2:45][CH2:44]3)[N:17]=[C:18]([C:19]3[CH:20]=[C:21]([NH:26][C:27](=[O:36])[C:28]4[CH:33]=[CH:32][C:31]([F:34])=[C:30]([CH3:35])[CH:29]=4)[CH:22]=[CH:23][C:24]=3[CH3:25])[C:13]=2[CH:12]=[CH:11][C:10]1=[O:41]. (8) Given the reactants [CH3:1][O:2][C:3]1[CH:12]=[C:11]2[C:6]([CH2:7][CH2:8][CH2:9][N:10]2[C:13]2[C:17]3[CH2:18][N:19]([C:22](=[O:24])[CH3:23])[CH2:20][CH2:21][C:16]=3[N:15]([C@H:25]3[CH2:29][CH2:28][O:27][CH2:26]3)[N:14]=2)=[CH:5][CH:4]=1.[Br:30]N1C(=O)CCC1=O.O, predict the reaction product. The product is: [Br:30][C:4]1[CH:5]=[C:6]2[C:11](=[CH:12][C:3]=1[O:2][CH3:1])[N:10]([C:13]1[C:17]3[CH2:18][N:19]([C:22](=[O:24])[CH3:23])[CH2:20][CH2:21][C:16]=3[N:15]([C@H:25]3[CH2:29][CH2:28][O:27][CH2:26]3)[N:14]=1)[CH2:9][CH2:8][CH2:7]2.